This data is from Full USPTO retrosynthesis dataset with 1.9M reactions from patents (1976-2016). The task is: Predict the reactants needed to synthesize the given product. (1) Given the product [Br:3][C:4]1[CH:9]=[C:8]([CH3:10])[C:7]([O:11][CH2:14][C:15]([OH:17])=[O:16])=[C:6]([CH3:12])[CH:5]=1, predict the reactants needed to synthesize it. The reactants are: [H-].[Na+].[Br:3][C:4]1[CH:9]=[C:8]([CH3:10])[C:7]([OH:11])=[C:6]([CH3:12])[CH:5]=1.Br[CH2:14][C:15]([OH:17])=[O:16]. (2) Given the product [CH3:1][O:2][C:3]([C:5]1([C:25]([OH:27])=[O:26])[CH2:14][CH2:13][C:12]2[C:7](=[C:8]([O:15][CH3:16])[CH:9]=[CH:10][CH:11]=2)[CH2:6]1)=[O:4], predict the reactants needed to synthesize it. The reactants are: [CH3:1][O:2][C:3]([CH:5]1[CH2:14][CH2:13][C:12]2[C:7](=[C:8]([O:15][CH3:16])[CH:9]=[CH:10][CH:11]=2)[CH2:6]1)=[O:4].[Li+].CC([N-]C(C)C)C.[C:25](=[O:27])=[O:26]. (3) Given the product [NH4+:6].[OH-:8].[F:24][C:21]1[CH:20]=[CH:19][C:18]([N:15]2[CH2:16][CH2:17][N:12]3[N:11]=[C:10]([CH2:9][O:8][C:5]4[N:6]=[N:7][CH:2]=[CH:3][CH:4]=4)[CH:26]=[C:13]3[C:14]2=[O:25])=[CH:23][CH:22]=1, predict the reactants needed to synthesize it. The reactants are: Cl[C:2]1[N:7]=[N:6][C:5]([O:8][CH2:9][C:10]2[CH:26]=[C:13]3[C:14](=[O:25])[N:15]([C:18]4[CH:23]=[CH:22][C:21]([F:24])=[CH:20][CH:19]=4)[CH2:16][CH2:17][N:12]3[N:11]=2)=[CH:4][CH:3]=1. (4) Given the product [OH:21][CH:20]([C@@H:16]([NH:15][C:8]([O:10][C:11]([CH3:13])([CH3:12])[CH3:14])=[O:9])[CH:17]([CH3:18])[CH3:19])[C:28]([OH:30])=[O:29], predict the reactants needed to synthesize it. The reactants are: C(N(CC)CC)C.[C:8]([NH:15][C@H:16]([CH:20]=[O:21])[CH:17]([CH3:19])[CH3:18])([O:10][C:11]([CH3:14])([CH3:13])[CH3:12])=[O:9].CC(C)(O)C#N.[C:28](OC(OC(C)(C)C)=O)([O:30]C(C)(C)C)=[O:29].